The task is: Binary Classification. Given a drug SMILES string, predict its activity (active/inactive) in a high-throughput screening assay against a specified biological target.. This data is from KCNQ2 potassium channel screen with 302,405 compounds. (1) The molecule is O1CCN(CC1)c1nc2c(cc1/C=C(\C(=O)Nc1ccc(CC)cc1)C#N)ccc(c2)C. The result is 0 (inactive). (2) The drug is O=C(N1C(CCCC1C)C)C1CCCCC1. The result is 0 (inactive). (3) The molecule is S(Cc1ccc(cc1)C(O)=O)\C(=N/c1cc(ccc1)C(F)(F)F)NC#N. The result is 0 (inactive).